From a dataset of Catalyst prediction with 721,799 reactions and 888 catalyst types from USPTO. Predict which catalyst facilitates the given reaction. (1) Reactant: [Mg].Br[CH2:3][CH2:4]Br.Br[C:7]1[CH2:8][C:9]2[C:14]([CH:15]=1)=[CH:13][CH:12]=[CH:11][CH:10]=2.Cl[Si:17]([CH3:23])([CH3:22])[Si:18]([CH3:21])([CH3:20])Cl. Product: [CH2:8]1[C:9]2[C:14](=[CH:13][CH:12]=[CH:11][CH:10]=2)[CH:15]=[C:7]1[Si:17]([CH3:23])([CH3:22])[Si:18]([C:12]1[CH2:13][C:14]2[C:3]([CH:4]=1)=[CH:9][CH:8]=[CH:7][CH:15]=2)([CH3:21])[CH3:20]. The catalyst class is: 7. (2) Reactant: [CH3:1][O:2][C:3]1[CH:11]=[C:10]([O:12][CH3:13])[CH:9]=[C:8]2[C:4]=1[C:5](=[O:15])C(=O)[NH:7]2.[OH:16]O.[ClH:18]. Product: [ClH:18].[NH2:7][C:8]1[CH:9]=[C:10]([O:12][CH3:13])[CH:11]=[C:3]([O:2][CH3:1])[C:4]=1[C:5]([OH:15])=[O:16]. The catalyst class is: 74. (3) The catalyst class is: 285. Reactant: [CH3:1][O:2][C:3]1[CH:4]=[C:5]([C:11]([CH3:19])([CH3:18])[C:12](=[O:17])[CH2:13][N+:14]([O-])=O)[CH:6]=[CH:7][C:8]=1[O:9][CH3:10].[H][H].[ClH:22]. Product: [ClH:22].[NH2:14][CH2:13][C:12](=[O:17])[C:11]([C:5]1[CH:6]=[CH:7][C:8]([O:9][CH3:10])=[C:3]([O:2][CH3:1])[CH:4]=1)([CH3:19])[CH3:18]. (4) Reactant: [N:1]1[CH:6]=[CH:5][CH:4]=[CH:3][C:2]=1[NH:7][C:8]1[CH:13]=[CH:12][CH:11]=[CH:10][C:9]=1[NH2:14].[CH2:15]([C:17]1[CH:27]=[CH:26][C:20](/[CH:21]=[CH:22]/[C:23]([Cl:25])=O)=[CH:19][CH:18]=1)[CH3:16].N1C=CC=CC=1N1C2C=CC=CC=2N=C1/C=C/C1C=CC=CC=1.Cl. Product: [ClH:25].[CH2:15]([C:17]1[CH:18]=[CH:19][C:20](/[CH:21]=[CH:22]/[C:23]2[N:7]([C:2]3[CH:3]=[CH:4][CH:5]=[CH:6][N:1]=3)[C:8]3[CH:13]=[CH:12][CH:11]=[CH:10][C:9]=3[N:14]=2)=[CH:26][CH:27]=1)[CH3:16]. The catalyst class is: 5. (5) Reactant: [CH3:1][C:2]([Si:5]([CH3:42])([CH3:41])[O:6][CH2:7][C@@:8]1([C:38]([OH:40])=O)[CH2:12][CH2:11][C@H:10]([C:13]2[CH:18]=[CH:17][C:16]([O:19][CH2:20][C:21]3[CH:26]=[CH:25][CH:24]=[CH:23][C:22]=3[F:27])=[CH:15][CH:14]=2)[N:9]1[C:28]([O:30][CH2:31][C:32]1[CH:37]=[CH:36][CH:35]=[CH:34][CH:33]=1)=[O:29])([CH3:4])[CH3:3].C[CH2:44][N:45](C(C)C)[CH:46](C)C.CN(C(ON1N=NC2C=CC=CC1=2)=[N+](C)C)C.[B-](F)(F)(F)F.CNC.C1COCC1. Product: [CH3:44][N:45]([CH3:46])[C:38]([C@:8]1([CH2:7][O:6][Si:5]([C:2]([CH3:1])([CH3:3])[CH3:4])([CH3:42])[CH3:41])[CH2:12][CH2:11][C@H:10]([C:13]2[CH:18]=[CH:17][C:16]([O:19][CH2:20][C:21]3[CH:26]=[CH:25][CH:24]=[CH:23][C:22]=3[F:27])=[CH:15][CH:14]=2)[N:9]1[C:28]([O:30][CH2:31][C:32]1[CH:37]=[CH:36][CH:35]=[CH:34][CH:33]=1)=[O:29])=[O:40]. The catalyst class is: 3. (6) Reactant: C(Cl)(=O)C(Cl)=O.CS(C)=O.[CH2:11]([O:13][C:14]1[CH:15]=[CH:16][C:17]([F:30])=[C:18]([C:20]2[CH:25]=[C:24]([CH3:26])[N:23]=[C:22]([CH2:27][OH:28])[C:21]=2[CH3:29])[CH:19]=1)[CH3:12].C(N(CC)CC)C. Product: [CH2:11]([O:13][C:14]1[CH:15]=[CH:16][C:17]([F:30])=[C:18]([C:20]2[CH:25]=[C:24]([CH3:26])[N:23]=[C:22]([CH:27]=[O:28])[C:21]=2[CH3:29])[CH:19]=1)[CH3:12]. The catalyst class is: 2. (7) The catalyst class is: 5. Product: [Br:1][C:2]1[CH:3]=[C:4]2[C:12](=[C:13]([C:15](=[O:17])[NH2:16])[CH:14]=1)[NH:11][C:10]1[CH:9]=[C:8]([C:18]([OH:20])=[O:19])[CH:7]=[CH:6][C:5]2=1. Reactant: [Br:1][C:2]1[CH:3]=[C:4]2[C:12](=[C:13]([C:15](=[O:17])[NH2:16])[CH:14]=1)[NH:11][C:10]1[CH:9]=[C:8]([C:18]([O:20]CC)=[O:19])[CH:7]=[CH:6][C:5]2=1.C1COCC1.[OH-].[Na+].